From a dataset of Reaction yield outcomes from USPTO patents with 853,638 reactions. Predict the reaction yield, written as a fraction of the theoretical maximum amount of product (1.0 means a 100% yield; for example, 0.34 means a 34% yield). (1) The reactants are [C:1]([CH:5]1[CH2:13][C:12]2[C:7](=[CH:8][C:9]([N+:14]([O-:16])=[O:15])=[CH:10][CH:11]=2)[NH:6]1)([CH3:4])([CH3:3])[CH3:2].C(C1C(=O)C(Cl)=C(Cl)C(=O)C=1C#N)#N. The catalyst is O1CCOCC1. The product is [C:1]([C:5]1[NH:6][C:7]2[C:12]([CH:13]=1)=[CH:11][CH:10]=[C:9]([N+:14]([O-:16])=[O:15])[CH:8]=2)([CH3:4])([CH3:2])[CH3:3]. The yield is 0.800. (2) The product is [O:1]1[CH2:6][CH2:5][CH:4]([C:7]([NH2:12])=[O:9])[CH2:3][CH2:2]1. The yield is 0.746. The reactants are [O:1]1[CH2:6][CH2:5][CH:4]([C:7]([O:9]C)=O)[CH2:3][CH2:2]1.O.[NH3:12]. No catalyst specified. (3) The reactants are [CH3:1][N:2]([CH3:26])[CH2:3][CH2:4][N:5]([CH3:25])[C:6]1[S:7][C:8]2[CH:14]=[C:13]([NH:15][C:16]([C:18]3[CH:23]=[N:22][C:21](Cl)=[CH:20][N:19]=3)=[O:17])[CH:12]=[CH:11][C:9]=2[N:10]=1.[F:27][C:28]1[CH:33]=[CH:32][C:31](B(O)O)=[CH:30][CH:29]=1.C(=O)([O-])[O-].[K+].[K+].O1CCOCC1. The catalyst is C1C=CC([P]([Pd]([P](C2C=CC=CC=2)(C2C=CC=CC=2)C2C=CC=CC=2)([P](C2C=CC=CC=2)(C2C=CC=CC=2)C2C=CC=CC=2)[P](C2C=CC=CC=2)(C2C=CC=CC=2)C2C=CC=CC=2)(C2C=CC=CC=2)C2C=CC=CC=2)=CC=1.O. The product is [CH3:1][N:2]([CH3:26])[CH2:3][CH2:4][N:5]([CH3:25])[C:6]1[S:7][C:8]2[CH:14]=[C:13]([NH:15][C:16]([C:18]3[CH:23]=[N:22][C:21]([C:31]4[CH:32]=[CH:33][C:28]([F:27])=[CH:29][CH:30]=4)=[CH:20][N:19]=3)=[O:17])[CH:12]=[CH:11][C:9]=2[N:10]=1. The yield is 0.250. (4) The reactants are [C:1]([O:5][C@@H:6]([C:11]1[C:12]([CH3:42])=[CH:13][C:14]2[N:15]([CH:25]=[C:26]([C:28](=O)[NH:29][CH2:30][C:31](=[O:40])[CH2:32][C:33]3[CH:38]=[CH:37][C:36]([F:39])=[CH:35][CH:34]=3)[N:27]=2)[C:16]=1[N:17]1[CH2:22][CH2:21][C:20]([CH3:24])([CH3:23])[CH2:19][CH2:18]1)[C:7]([O:9]C)=[O:8])([CH3:4])([CH3:3])[CH3:2].CC[N+](S(N=C(OC)[O-])(=O)=O)(CC)CC.CO.[Li+].[OH-]. The catalyst is C1COCC1.O. The product is [C:1]([O:5][C@@H:6]([C:11]1[C:12]([CH3:42])=[CH:13][C:14]2[N:15]([CH:25]=[C:26]([C:28]3[O:40][C:31]([CH2:32][C:33]4[CH:34]=[CH:35][C:36]([F:39])=[CH:37][CH:38]=4)=[CH:30][N:29]=3)[N:27]=2)[C:16]=1[N:17]1[CH2:22][CH2:21][C:20]([CH3:24])([CH3:23])[CH2:19][CH2:18]1)[C:7]([OH:9])=[O:8])([CH3:3])([CH3:2])[CH3:4]. The yield is 0.370. (5) The reactants are [CH3:1][C:2]1([CH3:17])[CH2:11][C:10]([CH3:13])([CH3:12])[C:9]2[C:4](=[CH:5][CH:6]=[C:7]([C:14]([OH:16])=[O:15])[CH:8]=2)[O:3]1.C(OC1C=CC(O)=CC=1C(C)(C)C)(=O)C.[C:33]([O:37][C:38](=[O:47])[CH2:39][C:40]1[CH:45]=[CH:44][C:43](O)=[CH:42][CH:41]=1)([CH3:36])([CH3:35])[CH3:34].C(OCC)(=O)C. The catalyst is S(Cl)(Cl)=O.CCCCCC. The product is [C:33]([O:37][C:38]([CH2:39][C:40]1[CH:41]=[CH:42][C:43]([O:15][C:14]([C:7]2[CH:8]=[C:9]3[C:4](=[CH:5][CH:6]=2)[O:3][C:2]([CH3:17])([CH3:1])[CH2:11][C:10]3([CH3:12])[CH3:13])=[O:16])=[CH:44][CH:45]=1)=[O:47])([CH3:36])([CH3:34])[CH3:35]. The yield is 0.550.